Dataset: Full USPTO retrosynthesis dataset with 1.9M reactions from patents (1976-2016). Task: Predict the reactants needed to synthesize the given product. Given the product [CH3:34][C:31]1[CH:30]=[CH:29][C:28]([CH2:27][N:26]2[C:41]([C:42]3[CH:43]=[C:44]([CH3:48])[CH:45]=[CH:46][CH:47]=3)=[CH:21][C:22]3[C:23](=[CH:35][CH:36]=[CH:37][CH:38]=3)[C:24]2=[O:25])=[CH:33][CH:32]=1, predict the reactants needed to synthesize it. The reactants are: C(NC(C)C)(C)C.C([Li])CCC.C([N-]C(C)C)(C)C.[Li+].[CH3:21][C:22]1[CH:38]=[CH:37][CH:36]=[CH:35][C:23]=1[C:24]([NH:26][CH2:27][C:28]1[CH:33]=[CH:32][C:31]([CH3:34])=[CH:30][CH:29]=1)=[O:25].CO[C:41](=O)[C:42]1[CH:47]=[CH:46][CH:45]=[C:44]([CH3:48])[CH:43]=1.